From a dataset of Forward reaction prediction with 1.9M reactions from USPTO patents (1976-2016). Predict the product of the given reaction. (1) Given the reactants C([O:3][C:4]([CH:6]1[CH2:11][N:10]([CH3:12])[CH2:9][CH2:8][N:7]1[S:13]([C:16]1[CH:21]=[CH:20][C:19]([F:22])=[CH:18][CH:17]=1)(=[O:15])=[O:14])=[O:5])C.[OH-].[Na+].Cl, predict the reaction product. The product is: [F:22][C:19]1[CH:20]=[CH:21][C:16]([S:13]([N:7]2[CH2:8][CH2:9][N:10]([CH3:12])[CH2:11][CH:6]2[C:4]([OH:5])=[O:3])(=[O:14])=[O:15])=[CH:17][CH:18]=1. (2) Given the reactants [C:1]1([CH:7]=[CH:8][C:9]([C:11]2[CH:16]=[CH:15][CH:14]=[CH:13][CH:12]=2)=O)C=CC=CC=1.Cl.ClC1C=C(C=C(Cl)C=1)[C:22]([NH2:24])=[NH:23].[OH-].[Na+].Cl[C:32]1C(=O)C(C#N)=C(C#N)C(=O)C=1Cl, predict the reaction product. The product is: [N:23]1[C:1]2[C:7](=[CH:8][CH:9]=[C:11]3[CH:12]=[CH:13][CH:14]=[CH:15][C:16]3=2)[CH:32]=[N:24][CH:22]=1. (3) Given the reactants [F:1][C:2]1[CH:18]=[C:17]([N+:19]([O-:21])=[O:20])[CH:16]=[CH:15][C:3]=1[O:4][C:5]1[CH:10]=[CH:9][N:8]=[C:7]2[CH:11]=[C:12](I)[S:13][C:6]=12.Br[C:23]1[CH:30]=[CH:29][C:26]([CH:27]=[O:28])=[CH:25][N:24]=1, predict the reaction product. The product is: [F:1][C:2]1[CH:18]=[C:17]([N+:19]([O-:21])=[O:20])[CH:16]=[CH:15][C:3]=1[O:4][C:5]1[CH:10]=[CH:9][N:8]=[C:7]2[CH:11]=[C:12]([C:23]3[CH:30]=[CH:29][C:26]([CH:27]=[O:28])=[CH:25][N:24]=3)[S:13][C:6]=12. (4) Given the reactants C1(C)C=CC(S(O[CH2:11][CH2:12][CH:13]([CH3:18])[C:14]([F:17])([F:16])[F:15])(=O)=O)=CC=1.[F:20][C:21]([F:33])([F:32])[CH2:22][CH2:23][S:24]([CH2:27][C:28]([O:30][CH3:31])=[O:29])(=[O:26])=[O:25].[H-].[Na+].Cl, predict the reaction product. The product is: [F:15][C:14]([F:17])([F:16])[CH:13]([CH3:18])[CH2:12][CH2:11][CH:27]([S:24]([CH2:23][CH2:22][C:21]([F:20])([F:32])[F:33])(=[O:25])=[O:26])[C:28]([O:30][CH3:31])=[O:29].